From a dataset of CYP2D6 inhibition data for predicting drug metabolism from PubChem BioAssay. Regression/Classification. Given a drug SMILES string, predict its absorption, distribution, metabolism, or excretion properties. Task type varies by dataset: regression for continuous measurements (e.g., permeability, clearance, half-life) or binary classification for categorical outcomes (e.g., BBB penetration, CYP inhibition). Dataset: cyp2d6_veith. The compound is CCC1C(=O)N=C(SCC(=O)Nc2ccc(C(=O)OC)cc2)NC1=O. The result is 0 (non-inhibitor).